Dataset: Full USPTO retrosynthesis dataset with 1.9M reactions from patents (1976-2016). Task: Predict the reactants needed to synthesize the given product. (1) Given the product [ClH:19].[N:14]([C@@H:11]1[CH2:12][CH2:13][C@@H:8]([NH2:7])[CH2:9][C@H:10]1[CH3:17])=[N+:15]=[N-:16], predict the reactants needed to synthesize it. The reactants are: C(OC(=O)[NH:7][C@@H:8]1[CH2:13][CH2:12][C@@H:11]([N:14]=[N+:15]=[N-:16])[C@H:10]([CH3:17])[CH2:9]1)(C)(C)C.[ClH:19].C(OC)(C)(C)C. (2) Given the product [Br:1][C:2]1[CH:7]=[CH:6][C:5]([N+:8]([O-:10])=[O:9])=[C:4]([CH:3]=1)[NH:22][CH2:21][CH:20]([CH3:23])[CH3:19], predict the reactants needed to synthesize it. The reactants are: [Br:1][C:2]1[CH:7]=[CH:6][C:5]([N+:8]([O-:10])=[O:9])=[C:4](F)[CH:3]=1.C(N(CC)CC)C.[CH3:19][CH:20]([CH3:23])[CH2:21][NH2:22].CC(N(C)C)=O. (3) The reactants are: [NH2:1][C:2]1[C:3]([F:23])=[CH:4][C:5]([Cl:22])=[C:6]([C:8]2[C:9](=[O:21])[N:10]([CH2:19][CH3:20])[C:11]3[C:16]([CH:17]=2)=[CH:15][N:14]=[C:13](Cl)[CH:12]=3)[CH:7]=1.[OH2:24]. Given the product [NH2:1][C:2]1[C:3]([F:23])=[CH:4][C:5]([Cl:22])=[C:6]([C:8]2[C:9](=[O:21])[N:10]([CH2:19][CH3:20])[C:11]3[C:16]([CH:17]=2)=[CH:15][N:14]=[C:13]([NH:14][CH2:13][CH2:12][CH2:11][N:10]2[CH2:19][CH2:20][O:24][CH2:8][CH2:9]2)[CH:12]=3)[CH:7]=1, predict the reactants needed to synthesize it. (4) Given the product [CH3:30][O:29][C:20]1[CH:21]=[C:22]([C:25]([F:28])([F:26])[F:27])[CH:23]=[CH:24][C:19]=1[C:13]1[C:12]2[C:17](=[CH:18][C:9]([S:38]([Cl:42])(=[O:40])=[O:39])=[N:10][CH:11]=2)[N:16]=[CH:15][CH:14]=1, predict the reactants needed to synthesize it. The reactants are: C(S[C:9]1[CH:18]=[C:17]2[C:12]([C:13]([C:19]3[CH:24]=[CH:23][C:22]([C:25]([F:28])([F:27])[F:26])=[CH:21][C:20]=3[O:29][CH3:30])=[CH:14][CH:15]=[N:16]2)=[CH:11][N:10]=1)C1C=CC=CC=1.C(Cl)Cl.C(O)(=O)C.[S:38]([Cl:42])(Cl)(=[O:40])=[O:39].